This data is from Forward reaction prediction with 1.9M reactions from USPTO patents (1976-2016). The task is: Predict the product of the given reaction. (1) Given the reactants [ClH:1].[N:2]12[CH2:11][CH:6]3[CH2:7][CH:8]([CH2:10][CH:4]([C@H:5]3[NH2:12])[CH2:3]1)[CH2:9]2.[C:13]1([C:19]2[S:23][C:22]([C:24](O)=[O:25])=[CH:21][CH:20]=2)[CH:18]=[CH:17][CH:16]=[CH:15][CH:14]=1.N, predict the reaction product. The product is: [ClH:1].[N:2]12[CH2:11][CH:6]3[CH2:7][CH:8]([CH2:10][CH:4]([C@H:5]3[NH:12][C:24]([C:22]3[S:23][C:19]([C:13]4[CH:14]=[CH:15][CH:16]=[CH:17][CH:18]=4)=[CH:20][CH:21]=3)=[O:25])[CH2:3]1)[CH2:9]2. (2) Given the reactants [Cl:1][C:2]1[CH:26]=[CH:25][C:5]([CH2:6][N:7]2[CH2:12][CH2:11][N:10]([C:13]([O:15][CH:16]([C:21]([F:24])([F:23])[F:22])[C:17]([F:20])([F:19])[F:18])=[O:14])[CH2:9][CH2:8]2)=[C:4]([N:27]2[CH2:31][CH2:30][C@H:29]([CH2:32]OS(C3C=CC(C)=CC=3)(=O)=O)[CH2:28]2)[CH:3]=1.CCCC[N+](CCCC)(CCCC)CCCC.[F-:61], predict the reaction product. The product is: [F:18][C:17]([F:20])([F:19])[CH:16]([O:15][C:13]([N:10]1[CH2:11][CH2:12][N:7]([CH2:6][C:5]2[CH:25]=[CH:26][C:2]([Cl:1])=[CH:3][C:4]=2[N:27]2[CH2:31][CH2:30][C@H:29]([CH2:32][F:61])[CH2:28]2)[CH2:8][CH2:9]1)=[O:14])[C:21]([F:23])([F:24])[F:22].